Task: Predict the reaction yield, written as a fraction of the theoretical maximum amount of product (1.0 means a 100% yield; for example, 0.34 means a 34% yield).. Dataset: Reaction yield outcomes from USPTO patents with 853,638 reactions (1) The reactants are [CH3:1][O:2][C:3]1[C:8]([O:9][CH3:10])=[C:7]([O:11][CH3:12])[CH:6]=[C:5]([CH3:13])[C:4]=1[CH:14]([C:16]1[C:17]([O:24][CH3:25])=[N:18][CH:19]=[C:20]([Cl:23])[C:21]=1[CH3:22])[OH:15]. The catalyst is [O-2].[O-2].[Mn+4].C1(C)C=CC=CC=1. The product is [CH3:1][O:2][C:3]1[C:8]([O:9][CH3:10])=[C:7]([O:11][CH3:12])[CH:6]=[C:5]([CH3:13])[C:4]=1[C:14]([C:16]1[C:17]([O:24][CH3:25])=[N:18][CH:19]=[C:20]([Cl:23])[C:21]=1[CH3:22])=[O:15]. The yield is 0.900. (2) The reactants are [C:1]1(=O)[CH2:6][CH2:5][CH2:4][CH2:3][CH2:2]1.[NH2:8][CH2:9][CH2:10][CH2:11][NH:12][C:13](=[O:19])[O:14][C:15]([CH3:18])([CH3:17])[CH3:16].C(O)(C(F)(F)F)=O. The catalyst is CO.CCOC(C)=O. The product is [C:15]([O:14][C:13](=[O:19])[NH:12][CH2:11][CH2:10][CH2:9][NH:8][CH:1]1[CH2:6][CH2:5][CH2:4][CH2:3][CH2:2]1)([CH3:18])([CH3:16])[CH3:17]. The yield is 0.460. (3) The reactants are [CH2:1]([O:3][C:4]([C:6]1[C:7](=[O:27])[N:8]([CH2:18][C:19]2[CH:24]=[CH:23][C:22]([O:25][CH3:26])=[CH:21][CH:20]=2)[C:9]2[C:14]([C:15]=1O)=[CH:13][C:12]([Cl:17])=[CH:11][N:10]=2)=[O:5])[CH3:2].C(N(CC)CC)C.O=P(Cl)(Cl)[Cl:37]. No catalyst specified. The product is [CH2:1]([O:3][C:4]([C:6]1[C:7](=[O:27])[N:8]([CH2:18][C:19]2[CH:24]=[CH:23][C:22]([O:25][CH3:26])=[CH:21][CH:20]=2)[C:9]2[C:14]([C:15]=1[Cl:37])=[CH:13][C:12]([Cl:17])=[CH:11][N:10]=2)=[O:5])[CH3:2]. The yield is 0.850. (4) The reactants are [NH:1]([C:8]([N:10]1[CH2:15][CH2:14][N:13]([C:16]([O:18][C:19]([CH3:22])([CH3:21])[CH3:20])=[O:17])[CH2:12][CH:11]1[CH2:23]O)=[O:9])[C:2]1[CH:7]=[CH:6][CH:5]=[CH:4][CH:3]=1.C1(P(C2C=CC=CC=2)C2C=CC=CC=2)C=CC=CC=1.N(C(OCC)=O)=NC(OCC)=O.C1(C)C=CC=CC=1.O. The catalyst is CN(C)C=O. The product is [O:9]=[C:8]1[N:10]2[CH2:15][CH2:14][N:13]([C:16]([O:18][C:19]([CH3:22])([CH3:20])[CH3:21])=[O:17])[CH2:12][CH:11]2[CH2:23][N:1]1[C:2]1[CH:7]=[CH:6][CH:5]=[CH:4][CH:3]=1. The yield is 0.972. (5) The reactants are CC(OC([N:8](C(OC(C)(C)C)=O)[N:9]([C:17]1[C:22]([F:23])=[C:21]([N:24]2[CH2:28][CH:27]([N:29]([CH3:31])[CH3:30])[CH2:26][C:25]2([CH3:33])[CH3:32])[N:20]=[C:19]([Cl:34])[N:18]=1)C(OC(C)(C)C)=O)=O)(C)C.Cl. The catalyst is CO.O1CCOCC1. The product is [Cl:34][C:19]1[N:20]=[C:21]([N:24]2[C:25]([CH3:33])([CH3:32])[CH2:26][CH:27]([N:29]([CH3:30])[CH3:31])[CH2:28]2)[C:22]([F:23])=[C:17]([NH:9][NH2:8])[N:18]=1. The yield is 0.960. (6) The catalyst is ClCCl. The product is [CH2:1]([O:8][C:9]1[C:10](=[O:21])[CH:11]=[C:12]([CH:15]([OH:20])[C:16]([F:19])([F:18])[F:17])[N:23]([CH3:22])[CH:14]=1)[C:2]1[CH:7]=[CH:6][CH:5]=[CH:4][CH:3]=1. The reactants are [CH2:1]([O:8][C:9]1[C:10](=[O:21])[CH:11]=[C:12]([CH:15]([OH:20])[C:16]([F:19])([F:18])[F:17])O[CH:14]=1)[C:2]1[CH:7]=[CH:6][CH:5]=[CH:4][CH:3]=1.[CH3:22][NH2:23].CO. The yield is 0.770. (7) The reactants are Br[C:2]1[CH:7]=[CH:6][C:5]([S:8]([NH:11][C:12]2[S:13][CH:14]=[CH:15][N:16]=2)(=[O:10])=[O:9])=[CH:4][CH:3]=1.C(O)(=O)C.[NH:21]1[CH2:24][CH:23]([CH2:25][NH:26][C:27](=[O:33])[O:28][C:29]([CH3:32])([CH3:31])[CH3:30])[CH2:22]1.CC(C)([O-])C.[Na+].C1(C2C=CC=CC=2)C=CC=CC=1P(C(C)(C)C)C(C)(C)C. The catalyst is C1(C)C=CC=CC=1.C1C=CC(/C=C/C(/C=C/C2C=CC=CC=2)=O)=CC=1.C1C=CC(/C=C/C(/C=C/C2C=CC=CC=2)=O)=CC=1.C1C=CC(/C=C/C(/C=C/C2C=CC=CC=2)=O)=CC=1.[Pd].[Pd].O. The product is [C:29]([O:28][C:27](=[O:33])[NH:26][CH2:25][CH:23]1[CH2:22][N:21]([C:2]2[CH:7]=[CH:6][C:5]([S:8](=[O:10])(=[O:9])[NH:11][C:12]3[S:13][CH:14]=[CH:15][N:16]=3)=[CH:4][CH:3]=2)[CH2:24]1)([CH3:32])([CH3:30])[CH3:31]. The yield is 0.220. (8) The reactants are [N:1]([CH:4]([CH2:8][CH2:9][C:10](O)=O)[C:5]([OH:7])=[O:6])=[N+:2]=[N-:3].ON1C(=O)CCC1=O.C1(N=C=NC2CCCCC2)CCCCC1.N[C@H](C(O)=O)CCC(O)=O.[N-]=[N+]=[N-].C([O-])([O-])=O.[K+].[K+]. The catalyst is C(Cl)Cl.CO.O. The product is [N:1]([CH:4]([CH2:8][CH2:9][CH3:10])[C:5]([OH:7])=[O:6])=[N+:2]=[N-:3]. The yield is 0.880. (9) The reactants are [C:1]1([N:7]2[C:12](=[O:13])[C:11]3[S:14][CH:15]=[C:16]([C:17]4[CH:22]=[CH:21][CH:20]=[CH:19][CH:18]=4)[C:10]=3[N:9]=[CH:8]2)[CH:6]=[CH:5][CH:4]=[CH:3][CH:2]=1.NC1C(C2C=CC=CC=2)=CSC=1C(OC)=O.C(OCC)(OCC)OCC.[Br:49]C1C=C(C=CC=1)N. The catalyst is C(O)(=O)C. The product is [Br:49][C:3]1[CH:2]=[C:1]([N:7]2[C:12](=[O:13])[C:11]3[S:14][CH:15]=[C:16]([C:17]4[CH:18]=[CH:19][CH:20]=[CH:21][CH:22]=4)[C:10]=3[N:9]=[CH:8]2)[CH:6]=[CH:5][CH:4]=1. The yield is 0.120.